Dataset: Forward reaction prediction with 1.9M reactions from USPTO patents (1976-2016). Task: Predict the product of the given reaction. (1) Given the reactants [CH3:1][O:2][C:3](=[O:30])[CH2:4][C@H:5]1[C:9]2[CH:10]=[CH:11][C:12]([O:14][C@H:15]3[C:23]4[C:18](=[C:19]([CH2:28]Br)[C:20]([C:24]([F:27])([F:26])[F:25])=[CH:21][CH:22]=4)[CH2:17][CH2:16]3)=[CH:13][C:8]=2[O:7][CH2:6]1.[N:31]1[C:40]2[CH2:39][CH2:38][N:37]=[CH:36][C:35]=2[CH:34]=[CH:33][CH:32]=1, predict the reaction product. The product is: [CH3:1][O:2][C:3](=[O:30])[CH2:4][C@H:5]1[C:9]2[CH:10]=[CH:11][C:12]([O:14][C@H:15]3[C:23]4[C:18](=[C:19]([CH2:28][N:37]5[CH2:38][CH2:39][C:40]6[N:31]=[CH:32][CH:33]=[CH:34][C:35]=6[CH2:36]5)[C:20]([C:24]([F:27])([F:26])[F:25])=[CH:21][CH:22]=4)[CH2:17][CH2:16]3)=[CH:13][C:8]=2[O:7][CH2:6]1. (2) The product is: [OH:25][C@@H:26]1[CH2:30][CH2:29][N:28]([CH2:6][CH2:7][C:8]2[O:9][C:10]3[CH:16]=[CH:15][C:14]([C:17]4[CH:22]=[CH:21][C:20]([C:23]#[N:24])=[CH:19][CH:18]=4)=[CH:13][C:11]=3[CH:12]=2)[CH2:27]1. Given the reactants CS(O[CH2:6][CH2:7][C:8]1[O:9][C:10]2[CH:16]=[CH:15][C:14]([C:17]3[CH:22]=[CH:21][C:20]([C:23]#[N:24])=[CH:19][CH:18]=3)=[CH:13][C:11]=2[CH:12]=1)(=O)=O.[OH:25][C@@H:26]1[CH2:30][CH2:29][NH:28][CH2:27]1, predict the reaction product. (3) Given the reactants [NH2:1][C:2]1[CH:7]=[C:6](Br)[CH:5]=[CH:4][C:3]=1[OH:9].[C:10]1(B(O)O)[CH:15]=[CH:14][CH:13]=[CH:12][CH:11]=1, predict the reaction product. The product is: [NH2:1][C:2]1[CH:7]=[C:6]([C:10]2[CH:15]=[CH:14][CH:13]=[CH:12][CH:11]=2)[CH:5]=[CH:4][C:3]=1[OH:9]. (4) Given the reactants [CH3:1][O:2][C:3](=[O:17])[C@@H:4]([O:14][CH2:15][CH3:16])[CH2:5][C:6]1[CH:11]=[CH:10][C:9]([OH:12])=[CH:8][C:7]=1[Cl:13].Cl[CH2:19][C:20]1[N:21]=[C:22]([C:26]2[CH:31]=[CH:30][CH:29]=[CH:28][C:27]=2[F:32])[O:23][C:24]=1[CH3:25].FC1C=CC=CC=1C=O.O=P(Cl)(Cl)Cl.C(=O)([O-])[O-].[Cs+].[Cs+].[I-].[K+], predict the reaction product. The product is: [CH3:1][O:2][C:3](=[O:17])[C@@H:4]([O:14][CH2:15][CH3:16])[CH2:5][C:6]1[CH:11]=[CH:10][C:9]([O:12][CH2:19][C:20]2[N:21]=[C:22]([C:26]3[CH:31]=[CH:30][CH:29]=[CH:28][C:27]=3[F:32])[O:23][C:24]=2[CH3:25])=[CH:8][C:7]=1[Cl:13]. (5) Given the reactants [C:1]1([C:7]2([C:14]3[CH:19]=[CH:18][CH:17]=[CH:16][CH:15]=3)[NH:11][C:10](=[O:12])[NH:9][C:8]2=[O:13])[CH:6]=[CH:5][CH:4]=[CH:3][CH:2]=1.[H-].[Na+].[C:22]1([C:32](Cl)=[O:33])[C:31]2[C:26](=[CH:27][CH:28]=[CH:29][CH:30]=2)[CH:25]=[CH:24][CH:23]=1.O, predict the reaction product. The product is: [C:22]1([C:32]([N:9]2[C:8](=[O:13])[C:7]([C:1]3[CH:6]=[CH:5][CH:4]=[CH:3][CH:2]=3)([C:14]3[CH:15]=[CH:16][CH:17]=[CH:18][CH:19]=3)[NH:11][C:10]2=[O:12])=[O:33])[C:31]2[C:26](=[CH:27][CH:28]=[CH:29][CH:30]=2)[CH:25]=[CH:24][CH:23]=1. (6) Given the reactants [C:1]([O:4][C@@H:5]1[C@@H:10]([O:11][C:12](=[O:14])[CH3:13])[C@H:9]([CH2:15][O:16][C:17](=[O:19])[CH3:18])[O:8][CH:7]=[CH:6]1)(=[O:3])[CH3:2].[Cl:20][C:21]([Cl:29])([Cl:28])[CH2:22][O:23][S:24]([NH2:27])(=[O:26])=[O:25].[O-2].[Mg+2].[C:32]([OH:35])(=[O:34])[CH3:33].[C:32]([OH:35])(=[O:34])[CH3:33].IC1C=CC=CC=1, predict the reaction product. The product is: [C:32]([O:35][CH:7]1[O:8][C@@H:9]([CH2:15][O:16][C:17](=[O:19])[CH3:18])[C@H:10]([O:11][C:12](=[O:14])[CH3:13])[C@@H:5]([O:4][C:1](=[O:3])[CH3:2])[C@@H:6]1[NH:27][S:24]([O:23][CH2:22][C:21]([Cl:29])([Cl:28])[Cl:20])(=[O:26])=[O:25])(=[O:34])[CH3:33]. (7) Given the reactants [CH:1](OCC)=[O:2].C[O-].[Na+].[CH:9]([CH:12]1[CH2:17][CH2:16][C:15](=[O:18])[CH2:14][CH2:13]1)([CH3:11])[CH3:10], predict the reaction product. The product is: [CH:9]([CH:12]1[CH2:17][CH:16]([CH:1]=[O:2])[C:15](=[O:18])[CH2:14][CH2:13]1)([CH3:11])[CH3:10].